This data is from Forward reaction prediction with 1.9M reactions from USPTO patents (1976-2016). The task is: Predict the product of the given reaction. (1) Given the reactants [F:1][C:2]1[CH:7]=[CH:6][CH:5]=[C:4]([F:8])[C:3]=1[C:9]1[N:14]=[C:13]2[CH:15]=[CH:16][NH:17][C:12]2=[CH:11][CH:10]=1.C1C(=O)N([I:25])C(=O)C1, predict the reaction product. The product is: [F:1][C:2]1[CH:7]=[CH:6][CH:5]=[C:4]([F:8])[C:3]=1[C:9]1[N:14]=[C:13]2[C:15]([I:25])=[CH:16][NH:17][C:12]2=[CH:11][CH:10]=1. (2) Given the reactants [F:1][C:2]([F:25])([F:24])[C:3]1[CH:4]=[C:5]([C:13]2[N:17]=[CH:16][N:15]([CH2:18][C:19](=[CH2:23])[C:20]([OH:22])=O)[N:14]=2)[CH:6]=[C:7]([C:9]([F:12])([F:11])[F:10])[CH:8]=1.[NH:26]([C:28]1[CH:33]=[N:32][CH:31]=[CH:30][N:29]=1)[NH2:27].C(P1(=O)OP(CCC)(=O)OP(CCC)(=O)O1)CC.CCN(C(C)C)C(C)C, predict the reaction product. The product is: [F:10][C:9]([F:12])([F:11])[C:7]1[CH:6]=[C:5]([C:13]2[N:17]=[CH:16][N:15]([CH2:18][C:19](=[CH2:23])[C:20]([NH:27][NH:26][C:28]3[CH:33]=[N:32][CH:31]=[CH:30][N:29]=3)=[O:22])[N:14]=2)[CH:4]=[C:3]([C:2]([F:24])([F:25])[F:1])[CH:8]=1. (3) Given the reactants [F:1][C:2]1[CH:3]=[C:4]([C:12]2[C:13]3[CH2:20][CH2:19][CH:18]([OH:21])[C:14]=3[CH:15]=[N:16][CH:17]=2)[CH:5]=[CH:6][C:7]=1[C:8]([F:11])([F:10])[F:9].C(N(CC)C(C)C)(C)C.[C:31](Cl)(=[O:34])[CH2:32][CH3:33].[OH-].[Na+], predict the reaction product. The product is: [F:1][C:2]1[CH:3]=[C:4]([C:12]2[C:13]3[CH2:20][CH2:19][CH:18]([O:21][C:31](=[O:34])[CH2:32][CH3:33])[C:14]=3[CH:15]=[N:16][CH:17]=2)[CH:5]=[CH:6][C:7]=1[C:8]([F:11])([F:10])[F:9].